Dataset: Full USPTO retrosynthesis dataset with 1.9M reactions from patents (1976-2016). Task: Predict the reactants needed to synthesize the given product. (1) Given the product [CH3:1][O:5][C:6]([C:14]1[CH:13]=[C:12]2[C:17]([N:18]3[C@H:10]([CH2:11]2)[CH2:9][N:8]([C:6]([O:5][C:1]([CH3:4])([CH3:3])[CH3:2])=[O:7])[CH2:20][C@H:19]3[CH3:21])=[N:16][C:15]=1[CH2:22][O:23][CH2:24][CH:25]1[CH2:27][CH2:26]1)=[O:7], predict the reactants needed to synthesize it. The reactants are: [C:1]([O:5][C:6]([N:8]1[CH2:20][C@@H:19]([CH3:21])[N:18]2[C@H:10]([CH2:11][C:12]3[C:17]2=[N:16][C:15]([CH2:22][O:23][CH2:24][CH:25]2[CH2:27][CH2:26]2)=[C:14](Br)[CH:13]=3)[CH2:9]1)=[O:7])([CH3:4])([CH3:3])[CH3:2].C1(P(C2C=CC=CC=2)CCCP(C2C=CC=CC=2)C2C=CC=CC=2)C=CC=CC=1.C(N(CC)CC)C. (2) Given the product [N:1]1([C:10]2[S:14][C:13]([C:15]([O:17][CH3:18])=[O:16])=[C:12]([CH2:19][CH2:20][C:21]3[CH:26]=[CH:25][CH:24]=[CH:23][CH:22]=3)[CH:11]=2)[C:5]2[CH:6]=[CH:7][CH:8]=[CH:9][C:4]=2[N:3]=[CH:2]1, predict the reactants needed to synthesize it. The reactants are: [N:1]1([C:10]2[S:14][C:13]([C:15]([O:17][CH3:18])=[O:16])=[C:12]([C:19]#[C:20][C:21]3[CH:26]=[CH:25][CH:24]=[CH:23][CH:22]=3)[CH:11]=2)[C:5]2[CH:6]=[CH:7][CH:8]=[CH:9][C:4]=2[N:3]=[CH:2]1.[H][H].